From a dataset of NCI-60 drug combinations with 297,098 pairs across 59 cell lines. Regression. Given two drug SMILES strings and cell line genomic features, predict the synergy score measuring deviation from expected non-interaction effect. (1) Cell line: OVCAR3. Synergy scores: CSS=33.7, Synergy_ZIP=-10.2, Synergy_Bliss=-17.5, Synergy_Loewe=-21.2, Synergy_HSA=-16.0. Drug 1: CC12CCC3C(C1CCC2=O)CC(=C)C4=CC(=O)C=CC34C. Drug 2: C1=NC2=C(N1)C(=S)N=CN2. (2) Drug 1: C1CCN(CC1)CCOC2=CC=C(C=C2)C(=O)C3=C(SC4=C3C=CC(=C4)O)C5=CC=C(C=C5)O. Drug 2: C1=NNC2=C1C(=O)NC=N2. Cell line: OVCAR-4. Synergy scores: CSS=2.88, Synergy_ZIP=-0.886, Synergy_Bliss=2.21, Synergy_Loewe=-1.26, Synergy_HSA=-0.686. (3) Drug 1: CC1=C(C=C(C=C1)C(=O)NC2=CC(=CC(=C2)C(F)(F)F)N3C=C(N=C3)C)NC4=NC=CC(=N4)C5=CN=CC=C5. Drug 2: CCC1(C2=C(COC1=O)C(=O)N3CC4=CC5=C(C=CC(=C5CN(C)C)O)N=C4C3=C2)O.Cl. Cell line: MDA-MB-231. Synergy scores: CSS=9.05, Synergy_ZIP=-4.72, Synergy_Bliss=-5.03, Synergy_Loewe=-10.5, Synergy_HSA=-2.80. (4) Drug 1: C1=CC(=CC=C1CCCC(=O)O)N(CCCl)CCCl. Drug 2: CC12CCC3C(C1CCC2O)C(CC4=C3C=CC(=C4)O)CCCCCCCCCS(=O)CCCC(C(F)(F)F)(F)F. Cell line: NCI/ADR-RES. Synergy scores: CSS=14.4, Synergy_ZIP=-7.86, Synergy_Bliss=-6.50, Synergy_Loewe=-7.94, Synergy_HSA=-6.47. (5) Drug 1: C1=NC(=NC(=O)N1C2C(C(C(O2)CO)O)O)N. Drug 2: C1=CC=C(C=C1)NC(=O)CCCCCCC(=O)NO. Cell line: RXF 393. Synergy scores: CSS=25.8, Synergy_ZIP=-5.03, Synergy_Bliss=1.86, Synergy_Loewe=2.82, Synergy_HSA=5.24.